Dataset: Forward reaction prediction with 1.9M reactions from USPTO patents (1976-2016). Task: Predict the product of the given reaction. (1) Given the reactants [CH2:1]([C:9]1[C:17]2[S:18][CH:19]=[CH:20][C:16]=2[C:15]([CH2:21][CH2:22][CH2:23][CH2:24][CH2:25][CH2:26][CH2:27][CH3:28])=[C:11]2[S:12][CH:13]=[CH:14][C:10]=12)[CH2:2][CH2:3][CH2:4][CH2:5][CH2:6][CH2:7][CH3:8].C([Li])CCC.[CH3:34][Sn:35](Cl)([CH3:37])[CH3:36].O, predict the reaction product. The product is: [CH2:1]([C:9]1[C:17]2[S:18][C:19]([Sn:35]([CH3:37])([CH3:36])[CH3:34])=[CH:20][C:16]=2[C:15]([CH2:21][CH2:22][CH2:23][CH2:24][CH2:25][CH2:26][CH2:27][CH3:28])=[C:11]2[S:12][C:13]([Sn:35]([CH3:37])([CH3:36])[CH3:34])=[CH:14][C:10]=12)[CH2:2][CH2:3][CH2:4][CH2:5][CH2:6][CH2:7][CH3:8]. (2) Given the reactants [C:1]1(P(C2C=CC=CC=2)C2C=CC=CC=2)[CH:6]=CC=C[CH:2]=1.N1[CH:24]=[CH:23]N=C1.[I:25]I.[Cl:27][C:28]1[CH:33]=[CH:32][C:31](C2(CO)CC2)=[CH:30][CH:29]=1, predict the reaction product. The product is: [Cl:27][C:28]1[CH:29]=[CH:30][C:31]([C:23]2([CH2:24][I:25])[CH2:6][CH2:1][CH2:2]2)=[CH:32][CH:33]=1. (3) The product is: [C:1]([C:5]1[CH:6]=[C:7]([N+:17]([O-:19])=[O:18])[C:8]([O:15][CH3:16])=[C:9]([S:11]([NH2:20])(=[O:13])=[O:12])[CH:10]=1)([CH3:4])([CH3:3])[CH3:2]. Given the reactants [C:1]([C:5]1[CH:6]=[C:7]([N+:17]([O-:19])=[O:18])[C:8]([O:15][CH3:16])=[C:9]([S:11](Cl)(=[O:13])=[O:12])[CH:10]=1)([CH3:4])([CH3:3])[CH3:2].[NH4+:20].[OH-], predict the reaction product. (4) Given the reactants [O-]CC.[Na+].Cl[C:6]1[N:7]([CH2:14][CH2:15][C@@H:16]([OH:29])[CH2:17][O:18]S(C2C=CC(C)=CC=2)(=O)=O)[CH:8]=[C:9]([N+:11]([O-:13])=[O:12])[N:10]=1.[C:30]([O:34][C:35]([N:37]1[CH2:42][CH2:41][N:40]([C:43]2[CH:48]=[CH:47][C:46](O)=[CH:45][CH:44]=2)[CH2:39][CH2:38]1)=[O:36])([CH3:33])([CH3:32])[CH3:31].P([O-])([O-])([O-])=O.[K+].[K+].[K+].[H-].[Na+], predict the reaction product. The product is: [C:30]([O:34][C:35]([N:37]1[CH2:42][CH2:41][N:40]([C:43]2[CH:48]=[CH:47][C:46]([O:18][CH2:17][C@@H:16]3[O:29][C:6]4=[N:10][C:9]([N+:11]([O-:13])=[O:12])=[CH:8][N:7]4[CH2:14][CH2:15]3)=[CH:45][CH:44]=2)[CH2:39][CH2:38]1)=[O:36])([CH3:33])([CH3:31])[CH3:32]. (5) The product is: [C:1]([O:5][C:6]([N:8]([CH2:36][C@@H:37]([C:39]1[CH:44]=[CH:43][CH:42]=[C:41]([Cl:45])[CH:40]=1)[OH:38])[CH2:9][CH2:10][C:11]1[CH:12]=[CH:13][C:14]([S:17]([C:20]2[CH:21]=[CH:22][C:23]([NH:31][CH2:32][CH2:33][O:34][CH3:35])=[C:24]([CH:30]=2)[C:25]([OH:27])=[O:26])(=[O:19])=[O:18])=[CH:15][CH:16]=1)=[O:7])([CH3:4])([CH3:2])[CH3:3]. Given the reactants [C:1]([O:5][C:6]([N:8]([CH2:36][C@@H:37]([C:39]1[CH:44]=[CH:43][CH:42]=[C:41]([Cl:45])[CH:40]=1)[OH:38])[CH2:9][CH2:10][C:11]1[CH:16]=[CH:15][C:14]([S:17]([C:20]2[CH:21]=[CH:22][C:23]([NH:31][CH2:32][CH2:33][O:34][CH3:35])=[C:24]([CH:30]=2)[C:25]([O:27]CC)=[O:26])(=[O:19])=[O:18])=[CH:13][CH:12]=1)=[O:7])([CH3:4])([CH3:3])[CH3:2].[OH-].[Na+].Cl, predict the reaction product. (6) The product is: [CH3:48][N:46]([CH3:47])[C:45]([C:15]1[CH:16]=[C:17]([C:20]2[CH:21]=[C:22]3[C:28]([C:29]4[CH:34]=[CH:33][CH:32]=[CH:31][C:30]=4[O:35][CH3:36])=[N:27][NH:26][C:23]3=[N:24][CH:25]=2)[CH:18]=[CH:19][C:14]=1[NH:13][C:12]([CH:9]1[CH2:10][CH2:11][NH:8]1)=[O:50])=[O:49]. Given the reactants C(OC([N:8]1[CH2:11][CH2:10][CH:9]1[C:12](=[O:50])[NH:13][C:14]1[CH:19]=[CH:18][C:17]([C:20]2[CH:21]=[C:22]3[C:28]([C:29]4[CH:34]=[CH:33][CH:32]=[CH:31][C:30]=4[O:35][CH3:36])=[N:27][N:26](COCC[Si](C)(C)C)[C:23]3=[N:24][CH:25]=2)=[CH:16][C:15]=1[C:45](=[O:49])[N:46]([CH3:48])[CH3:47])=O)(C)(C)C.C1(S)C=CC=CC=1.Cl, predict the reaction product. (7) Given the reactants [C:1]1([C:7]2[N:8]=[CH:9][O:10][CH:11]=2)[CH:6]=[CH:5][CH:4]=[CH:3][CH:2]=1.C([Li])CCC.CCCCCC.[Br:23]Br.[Cl-].[NH4+], predict the reaction product. The product is: [Br:23][C:9]1[O:10][CH:11]=[C:7]([C:1]2[CH:2]=[CH:3][CH:4]=[CH:5][CH:6]=2)[N:8]=1. (8) Given the reactants [O:1]1[CH2:6][CH2:5][CH2:4][CH2:3][CH:2]1[N:7]1[C:15]2[C:10](=[CH:11][C:12]([C:16]3[N:20]=[CH:19][N:18]([C:21]([C:34]4[CH:39]=[CH:38][CH:37]=[CH:36][CH:35]=4)([C:28]4[CH:33]=[CH:32][CH:31]=[CH:30][CH:29]=4)[C:22]4[CH:27]=[CH:26][CH:25]=[CH:24][CH:23]=4)[N:17]=3)=[CH:13][CH:14]=2)[C:9]([C:40]2[CH:41]=[C:42]([CH:47]=[CH:48][CH:49]=2)[C:43](OC)=[O:44])=[N:8]1.O.[OH-].[Li+].[CH3:53][C:54]([CH3:58])([CH3:57])[CH2:55][NH2:56].O.ON1C2C=CC=CC=2N=N1, predict the reaction product. The product is: [CH3:53][C:54]([CH3:58])([CH3:57])[CH2:55][NH:56][C:43]([C:42]1[CH:47]=[CH:48][CH:49]=[C:40]([C:9]2[C:10]3[C:15](=[CH:14][CH:13]=[C:12]([C:16]4[N:20]=[CH:19][N:18]([C:21]([C:28]5[CH:29]=[CH:30][CH:31]=[CH:32][CH:33]=5)([C:34]5[CH:39]=[CH:38][CH:37]=[CH:36][CH:35]=5)[C:22]5[CH:27]=[CH:26][CH:25]=[CH:24][CH:23]=5)[N:17]=4)[CH:11]=3)[N:7]([CH:2]3[CH2:3][CH2:4][CH2:5][CH2:6][O:1]3)[N:8]=2)[CH:41]=1)=[O:44]. (9) The product is: [C:1]([O:5][C:6]([N:8]1[CH2:13][CH:12]2[C:10]([C:14]3[CH:19]=[CH:18][C:17]([NH:34][CH2:27][C:28]4[CH:33]=[CH:32][CH:31]=[CH:30][CH:29]=4)=[CH:16][CH:15]=3)([CH2:11]2)[CH2:9]1)=[O:7])([CH3:4])([CH3:3])[CH3:2]. Given the reactants [C:1]([O:5][C:6]([N:8]1[CH2:13][CH:12]2[C:10]([C:14]3[CH:19]=[CH:18][C:17](Br)=[CH:16][CH:15]=3)([CH2:11]2)[CH2:9]1)=[O:7])([CH3:4])([CH3:3])[CH3:2].CC(C)([O-])C.[Na+].[CH2:27]([NH2:34])[C:28]1[CH:33]=[CH:32][CH:31]=[CH:30][CH:29]=1, predict the reaction product.